Dataset: Forward reaction prediction with 1.9M reactions from USPTO patents (1976-2016). Task: Predict the product of the given reaction. (1) Given the reactants [CH2:1]([O:3][C:4](=[O:29])[CH2:5][C@@H:6]1[N:12]=[C:11]([C:13]2[CH:18]=[CH:17][C:16]([Cl:19])=[CH:15][CH:14]=2)[C:10]2[CH:20]=[C:21]([OH:24])[CH:22]=[CH:23][C:9]=2[N:8]2[C:25]([CH3:28])=[N:26][N:27]=[C:7]12)[CH3:2].N1C=CC=CC=1.[S:36](O[S:36]([C:39]([F:42])([F:41])[F:40])(=[O:38])=[O:37])([C:39]([F:42])([F:41])[F:40])(=[O:38])=[O:37], predict the reaction product. The product is: [Cl:19][C:16]1[CH:15]=[CH:14][C:13]([C:11]2[C:10]3[CH:20]=[C:21]([O:24][S:36]([C:39]([F:42])([F:41])[F:40])(=[O:38])=[O:37])[CH:22]=[CH:23][C:9]=3[N:8]3[C:25]([CH3:28])=[N:26][N:27]=[C:7]3[C@H:6]([CH2:5][C:4]([O:3][CH2:1][CH3:2])=[O:29])[N:12]=2)=[CH:18][CH:17]=1. (2) Given the reactants [O:1]=[S:2]1(=[O:22])[CH:7]([CH2:8][CH2:9][CH2:10]O)[CH2:6][C:5]2[CH:12]=[CH:13][CH:14]=[CH:15][C:4]=2[N:3]1[C:16]1[CH:21]=[CH:20][CH:19]=[CH:18][CH:17]=1.C1(C)C=CC(S([Cl:32])(=O)=O)=CC=1.[CH2:34]([N:36](CC)CC)C.CN.Cl, predict the reaction product. The product is: [ClH:32].[O:1]=[S:2]1(=[O:22])[CH:7]([CH2:8][CH2:9][CH2:10][NH:36][CH3:34])[CH2:6][C:5]2[CH:12]=[CH:13][CH:14]=[CH:15][C:4]=2[N:3]1[C:16]1[CH:21]=[CH:20][CH:19]=[CH:18][CH:17]=1. (3) Given the reactants [F:1][C:2]1[CH:7]=[C:6]([F:8])[CH:5]=[CH:4][C:3]=1[CH:9]([OH:11])[CH3:10].[C:12]([CH2:16][Si:17](Cl)([CH3:19])[CH3:18])([CH3:15])([CH3:14])[CH3:13].N1C=CN=C1, predict the reaction product. The product is: [C:12]([CH2:16][Si:17]([O:11][CH:9]([C:3]1[CH:4]=[CH:5][C:6]([F:8])=[CH:7][C:2]=1[F:1])[CH3:10])([CH3:19])[CH3:18])([CH3:15])([CH3:14])[CH3:13]. (4) Given the reactants [F:1][C:2]1[CH:7]=[C:6]([C:8]2[CH:13]=[CH:12][N:11]=[C:10]3[NH:14][C:15]([C:17]4[CH:22]=[CH:21][C:20]([O:23][CH3:24])=[CH:19][N:18]=4)=[N:16][C:9]=23)[CH:5]=[CH:4][C:3]=1[CH2:25][NH2:26].[C:27]([C:31]1[O:35][C:34]([C:36](OC)=[O:37])=[N:33][N:32]=1)([CH3:30])([CH3:29])[CH3:28], predict the reaction product. The product is: [C:27]([C:31]1[O:35][C:34]([C:36]([NH:26][CH2:25][C:3]2[CH:4]=[CH:5][C:6]([C:8]3[CH:13]=[CH:12][N:11]=[C:10]4[NH:14][C:15]([C:17]5[CH:22]=[CH:21][C:20]([O:23][CH3:24])=[CH:19][N:18]=5)=[N:16][C:9]=34)=[CH:7][C:2]=2[F:1])=[O:37])=[N:33][N:32]=1)([CH3:30])([CH3:28])[CH3:29].